This data is from Catalyst prediction with 721,799 reactions and 888 catalyst types from USPTO. The task is: Predict which catalyst facilitates the given reaction. The catalyst class is: 12. Reactant: Cl[C:2]1[N:3]=[CH:4][C:5]2[N:11]([CH3:12])[C:10](=[O:13])[C@@:9]([F:16])([CH:14]=[CH2:15])[CH2:8][N:7]([CH:17]3[CH2:21][CH2:20][CH2:19][CH2:18]3)[C:6]=2[N:22]=1.[NH2:23][C:24]1[C:33]([O:34][CH3:35])=[CH:32][C:27]([C:28]([O:30][CH3:31])=[O:29])=[C:26]([F:36])[CH:25]=1.O.C1(C)C=CC(S(O)(=O)=O)=CC=1. Product: [CH:17]1([N:7]2[CH2:8][C@:9]([F:16])([CH:14]=[CH2:15])[C:10](=[O:13])[N:11]([CH3:12])[C:5]3[CH:4]=[N:3][C:2]([NH:23][C:24]4[C:33]([O:34][CH3:35])=[CH:32][C:27]([C:28]([O:30][CH3:31])=[O:29])=[C:26]([F:36])[CH:25]=4)=[N:22][C:6]2=3)[CH2:21][CH2:20][CH2:19][CH2:18]1.